This data is from Forward reaction prediction with 1.9M reactions from USPTO patents (1976-2016). The task is: Predict the product of the given reaction. Given the reactants [CH2:1]([O:8][C:9]1[CH:14]=[C:13]([CH3:15])[C:12](B(O)O)=[C:11]([CH3:19])[CH:10]=1)[C:2]1[CH:7]=[CH:6][CH:5]=[CH:4][CH:3]=1.[C:20]([NH:23][C:24]1[CH:34]=[CH:33][C:27]([C:28]([O:30][CH2:31][CH3:32])=[O:29])=[CH:26][C:25]=1Br)(=[O:22])[CH3:21].C1(P(C2CCCCC2)C2C=CC=CC=2C2C(OC)=CC=CC=2OC)CCCCC1, predict the reaction product. The product is: [C:20]([NH:23][C:24]1[C:34]([C:12]2[C:13]([CH3:15])=[CH:14][C:9]([O:8][CH2:1][C:2]3[CH:7]=[CH:6][CH:5]=[CH:4][CH:3]=3)=[CH:10][C:11]=2[CH3:19])=[CH:33][C:27]([C:28]([O:30][CH2:31][CH3:32])=[O:29])=[CH:26][CH:25]=1)(=[O:22])[CH3:21].